This data is from Catalyst prediction with 721,799 reactions and 888 catalyst types from USPTO. The task is: Predict which catalyst facilitates the given reaction. (1) Reactant: [CH2:1]([Al]([CH2:26][CH2:27][CH2:28]CCCCC)[CH2:1][CH2:2][CH2:3][CH2:4][CH2:5][CH2:6]CC)[CH2:2][CH2:3][CH2:4][CH2:5][CH2:6]CC.[CH3:26][CH2:27][CH2:28]CCCC. Product: [CH2:1]=[CH2:2].[CH2:26]=[CH:27][CH3:28].[CH2:1]=[CH:2][CH2:3][CH2:4][CH2:5][CH3:6]. The catalyst class is: 11. (2) Reactant: [F:1][C:2]([F:7])([F:6])[CH2:3][CH2:4][OH:5].[C:21]1(P([C:21]2[CH:26]=[CH:25][CH:24]=[CH:23][CH:22]=2)[C:21]2[CH:26]=[CH:25][CH:24]=[CH:23][CH:22]=2)[CH:26]=[CH:25][CH:24]=[CH:23][CH:22]=1.N([C:29]([O:31][CH:32](C)C)=[O:30])=N[C:29]([O:31][CH:32](C)C)=[O:30]. Product: [F:1][C:2]([F:7])([F:6])[CH2:3][CH2:4][O:5][C:24]1[CH:23]=[CH:22][C:21]([C:29]([O:31][CH3:32])=[O:30])=[CH:26][CH:25]=1. The catalyst class is: 7. (3) Reactant: [NH2:1][C:2]1[CH:7]=[CH:6][C:5]([CH2:8][CH2:9][O:10][C:11]2[CH:12]=[CH:13][C:14]3[N:18]=[C:17]([CH2:19][O:20][C:21]4[CH:34]=[CH:33][C:24]([CH2:25][CH:26]5[S:30][C:29](=[O:31])[NH:28][C:27]5=[O:32])=[CH:23][CH:22]=4)[N:16]([CH3:35])[C:15]=3[CH:36]=2)=[CH:4][CH:3]=1.[F:37][C:38]([F:49])([F:48])[C:39]1[CH:44]=[CH:43][C:42]([N:45]=[C:46]=[O:47])=[CH:41][CH:40]=1. Product: [O:31]=[C:29]1[NH:28][C:27](=[O:32])[CH:26]([CH2:25][C:24]2[CH:33]=[CH:34][C:21]([O:20][CH2:19][C:17]3[N:16]([CH3:35])[C:15]4[CH:36]=[C:11]([O:10][CH2:9][CH2:8][C:5]5[CH:6]=[CH:7][C:2]([NH:1][C:46]([NH:45][C:42]6[CH:41]=[CH:40][C:39]([C:38]([F:37])([F:48])[F:49])=[CH:44][CH:43]=6)=[O:47])=[CH:3][CH:4]=5)[CH:12]=[CH:13][C:14]=4[N:18]=3)=[CH:22][CH:23]=2)[S:30]1. The catalyst class is: 9. (4) Reactant: [C:7](O[C:7](=[O:11])[CH:8]([CH3:10])[CH3:9])(=[O:11])[CH:8]([CH3:10])[CH3:9].Cl.[Br:13][C:14]1[CH:15]=[C:16]([NH:20][NH2:21])[CH:17]=[CH:18][CH:19]=1.C(N(CC)CC)C. Product: [Br:13][C:14]1[CH:15]=[C:16]([NH:20][NH:21][C:7](=[O:11])[CH:8]([CH3:9])[CH3:10])[CH:17]=[CH:18][CH:19]=1. The catalyst class is: 4. (5) Reactant: [CH2:1]([O:8][C:9]1[C:10]([NH:15][C:16]([NH2:18])=[S:17])=[N:11][CH:12]=[CH:13][CH:14]=1)[C:2]1[CH:7]=[CH:6][CH:5]=[CH:4][CH:3]=1.Br[CH2:20][C:21](=O)[CH2:22][CH3:23].C(N(CC)CC)C. Product: [CH2:1]([O:8][C:9]1[C:10]([NH:15][C:16]2[S:17][CH:20]=[C:21]([CH2:22][CH3:23])[N:18]=2)=[N:11][CH:12]=[CH:13][CH:14]=1)[C:2]1[CH:3]=[CH:4][CH:5]=[CH:6][CH:7]=1. The catalyst class is: 8.